The task is: Predict the reactants needed to synthesize the given product.. This data is from Full USPTO retrosynthesis dataset with 1.9M reactions from patents (1976-2016). (1) Given the product [Cl:7][C:8]1[CH:13]=[CH:12][CH:11]=[CH:10][C:9]=1[CH2:14][N:15]1[C:16]([OH:36])=[C:17]([C:32]([NH:6][CH:1]2[CH2:5][CH2:4][CH2:3][CH2:2]2)=[O:33])[C:18]([OH:31])=[C:19]([C:22]([NH:24][CH2:25][C:26]([OH:28])=[O:27])=[O:23])[C:20]1=[O:21], predict the reactants needed to synthesize it. The reactants are: [CH:1]1([NH2:6])[CH2:5][CH2:4][CH2:3][CH2:2]1.[Cl:7][C:8]1[CH:13]=[CH:12][CH:11]=[CH:10][C:9]=1[CH2:14][N:15]1[C:20](=[O:21])[C:19]([C:22]([NH:24][CH2:25][C:26]([O:28]CC)=[O:27])=[O:23])=[C:18]([OH:31])[C:17]([C:32](OC)=[O:33])=[C:16]1[OH:36]. (2) Given the product [CH3:34][N:35]([CH:46]1[CH2:51][CH2:50][N:49]([C:60](=[O:61])[CH2:59][CH2:58][C:54]2[N:53]([CH3:52])[CH:57]=[CH:56][N:55]=2)[CH2:48][CH2:47]1)[CH2:36][CH2:37][NH:38][C:39](=[O:45])[O:40][C:41]([CH3:44])([CH3:42])[CH3:43], predict the reactants needed to synthesize it. The reactants are: C(N(C(C)C)CC)(C)C.CN(C(ON1N=NC2C=CC=CC1=2)=[N+](C)C)C.F[P-](F)(F)(F)(F)F.[CH3:34][N:35]([CH:46]1[CH2:51][CH2:50][NH:49][CH2:48][CH2:47]1)[CH2:36][CH2:37][NH:38][C:39](=[O:45])[O:40][C:41]([CH3:44])([CH3:43])[CH3:42].[CH3:52][N:53]1[CH:57]=[CH:56][N:55]=[C:54]1[CH2:58][CH2:59][C:60](O)=[O:61]. (3) Given the product [CH2:17]([O:19][C:20]([C:22]1[C:26]([C:27]2[CH:32]=[CH:31][C:30]([O:33][CH3:34])=[CH:29][CH:28]=2)=[C:25]([CH:35]=[C:9]2[C:8]3[C:12](=[CH:13][CH:14]=[CH:15][C:7]=3[CH:4]3[CH2:3][CH2:2][NH:1][CH2:6][CH2:5]3)[NH:11][C:10]2=[O:16])[NH:24][CH:23]=1)=[O:21])[CH3:18], predict the reactants needed to synthesize it. The reactants are: [NH:1]1[CH2:6][CH2:5][CH:4]([C:7]2[CH:15]=[CH:14][CH:13]=[C:12]3[C:8]=2[CH2:9][C:10](=[O:16])[NH:11]3)[CH2:3][CH2:2]1.[CH2:17]([O:19][C:20]([C:22]1[C:26]([C:27]2[CH:32]=[CH:31][C:30]([O:33][CH3:34])=[CH:29][CH:28]=2)=[C:25]([CH:35]=O)[NH:24][CH:23]=1)=[O:21])[CH3:18]. (4) Given the product [C:22]([OH:29])(=[O:28])/[CH:23]=[CH:24]\[C:25]([OH:27])=[O:26].[CH3:1][C:2]1[CH:7]=[C:6]([CH3:8])[CH:5]=[CH:4][C:3]=1[S:9][C:10]1[CH:15]=[CH:14][CH:13]=[CH:12][C:11]=1[N:16]1[CH2:17][CH2:18][NH:19][CH2:20][CH2:21]1, predict the reactants needed to synthesize it. The reactants are: [CH3:1][C:2]1[CH:7]=[C:6]([CH3:8])[CH:5]=[CH:4][C:3]=1[S:9][C:10]1[CH:15]=[CH:14][CH:13]=[CH:12][C:11]=1[N:16]1[CH2:21][CH2:20][NH:19][CH2:18][CH2:17]1.[C:22]([OH:29])(=[O:28])/[CH:23]=[CH:24]\[C:25]([OH:27])=[O:26]. (5) Given the product [NH2:1][C:2]1[CH:16]=[CH:15][C:5]([C:6]([C:8]2[CH:13]=[CH:12][C:11]([NH:14][C:26]([C:22]3[CH:21]=[C:20]4[C:25](=[CH:24][CH:23]=3)[NH:17][CH:18]=[CH:19]4)=[O:27])=[CH:10][CH:9]=2)=[O:7])=[CH:4][CH:3]=1, predict the reactants needed to synthesize it. The reactants are: [NH2:1][C:2]1[CH:16]=[CH:15][C:5]([C:6]([C:8]2[CH:13]=[CH:12][C:11]([NH2:14])=[CH:10][CH:9]=2)=[O:7])=[CH:4][CH:3]=1.[NH:17]1[C:25]2[C:20](=[CH:21][C:22]([C:26]([O-])=[O:27])=[CH:23][CH:24]=2)[CH:19]=[CH:18]1.